Predict the reactants needed to synthesize the given product. From a dataset of Full USPTO retrosynthesis dataset with 1.9M reactions from patents (1976-2016). (1) Given the product [C:1]([O:5][C:6]([N:8]([CH:22]1[CH2:23][CH2:24][S:25](=[O:29])(=[O:28])[CH2:26][CH2:27]1)[C@@H:9]1[CH2:11][C@H:10]1[C:12]1[CH:21]=[CH:20][C:15]([C:16]([OH:18])=[O:17])=[CH:14][CH:13]=1)=[O:7])([CH3:4])([CH3:2])[CH3:3], predict the reactants needed to synthesize it. The reactants are: [C:1]([O:5][C:6]([N:8]([CH:22]1[CH2:27][CH2:26][S:25](=[O:29])(=[O:28])[CH2:24][CH2:23]1)[C@@H:9]1[CH2:11][C@H:10]1[C:12]1[CH:21]=[CH:20][C:15]([C:16]([O:18]C)=[O:17])=[CH:14][CH:13]=1)=[O:7])([CH3:4])([CH3:3])[CH3:2].[OH-].[Na+].Cl.O. (2) The reactants are: [NH2:1][CH:2]1[C:10]2[C:5](=[CH:6][C:7]([CH2:11][N:12]3[CH:16]=[C:15]([CH2:17][OH:18])[C:14]([C:19]([F:22])([F:21])[F:20])=[N:13]3)=[CH:8][CH:9]=2)[CH2:4][CH2:3]1.C(N(CC)CC)C.[CH3:30][N:31]1[CH:35]=[C:34]([S:36](Cl)(=[O:38])=[O:37])[C:33]([C:40]([F:43])([F:42])[F:41])=[N:32]1. Given the product [OH:18][CH2:17][C:15]1[C:14]([C:19]([F:22])([F:21])[F:20])=[N:13][N:12]([CH2:11][C:7]2[CH:6]=[C:5]3[C:10](=[CH:9][CH:8]=2)[CH:2]([NH:1][S:36]([C:34]2[C:33]([C:40]([F:43])([F:41])[F:42])=[N:32][N:31]([CH3:30])[CH:35]=2)(=[O:38])=[O:37])[CH2:3][CH2:4]3)[CH:16]=1, predict the reactants needed to synthesize it. (3) Given the product [N:1]1[O:2][N:3]=[C:4]2[C:9]([CH:10]3[C:19]([C:18]([O:24][CH2:25][CH3:26])=[O:23])=[C:20]([CH3:22])[NH:12][C:13]4=[N:14][NH:15][CH:16]=[C:17]34)=[CH:8][CH:7]=[CH:6][C:5]=12, predict the reactants needed to synthesize it. The reactants are: [N:1]1[O:2][N:3]=[C:4]2[C:9]([CH:10]=O)=[CH:8][CH:7]=[CH:6][C:5]=12.[NH2:12][C:13]1[CH:17]=[CH:16][NH:15][N:14]=1.[C:18]([O:24][CH2:25][CH3:26])(=[O:23])[CH2:19][C:20]([CH3:22])=O. (4) The reactants are: CC1(C)C(C)(C)OB([C:9]2[CH:10]=[N:11][C:12]([N:15]3[CH2:20][CH2:19][CH:18]([O:21][C:22]4[CH:27]=[CH:26][CH:25]=[CH:24][C:23]=4[C:28]([F:31])([F:30])[F:29])[CH2:17][CH2:16]3)=[N:13][CH:14]=2)O1.Br[C:34]1[CH:35]=[N:36][N:37]([CH2:39][C:40]([O:42][CH2:43][CH3:44])=[O:41])[CH:38]=1.C(=O)([O-])[O-].[Na+].[Na+]. Given the product [F:29][C:28]([F:30])([F:31])[C:23]1[CH:24]=[CH:25][CH:26]=[CH:27][C:22]=1[O:21][CH:18]1[CH2:17][CH2:16][N:15]([C:12]2[N:13]=[CH:14][C:9]([C:34]3[CH:35]=[N:36][N:37]([CH2:39][C:40]([O:42][CH2:43][CH3:44])=[O:41])[CH:38]=3)=[CH:10][N:11]=2)[CH2:20][CH2:19]1, predict the reactants needed to synthesize it. (5) Given the product [CH3:17][C:16]1[S:15][C:14]([CH:18]=[O:19])=[CH:13][C:12]=1[C:5]1([C:6]2[CH:11]=[CH:10][CH:9]=[CH:8][CH:7]=2)[CH2:4][CH2:3][CH2:2][O:1]1, predict the reactants needed to synthesize it. The reactants are: [OH:1][CH2:2][CH2:3]/[CH:4]=[C:5](\[C:12]1[CH:13]=[C:14]([CH:18]=[O:19])[S:15][C:16]=1[CH3:17])/[C:6]1[CH:11]=[CH:10][CH:9]=[CH:8][CH:7]=1.